From a dataset of Peptide-MHC class I binding affinity with 185,985 pairs from IEDB/IMGT. Regression. Given a peptide amino acid sequence and an MHC pseudo amino acid sequence, predict their binding affinity value. This is MHC class I binding data. (1) The peptide sequence is ASYQFQLPY. The MHC is HLA-B27:05 with pseudo-sequence HLA-B27:05. The binding affinity (normalized) is 0.0847. (2) The peptide sequence is FLRATTELR. The MHC is HLA-B08:01 with pseudo-sequence HLA-B08:01. The binding affinity (normalized) is 0. (3) The peptide sequence is MQLPGGWLL. The MHC is HLA-A02:12 with pseudo-sequence HLA-A02:12. The binding affinity (normalized) is 0.898.